Dataset: Peptide-MHC class I binding affinity with 185,985 pairs from IEDB/IMGT. Task: Regression. Given a peptide amino acid sequence and an MHC pseudo amino acid sequence, predict their binding affinity value. This is MHC class I binding data. (1) The peptide sequence is KTSERSQPR. The MHC is HLA-A31:01 with pseudo-sequence HLA-A31:01. The binding affinity (normalized) is 0.606. (2) The peptide sequence is FPNEVGARI. The MHC is HLA-B15:17 with pseudo-sequence HLA-B15:17. The binding affinity (normalized) is 0.0847. (3) The peptide sequence is SLTILDDNLY. The MHC is HLA-A31:01 with pseudo-sequence HLA-A31:01. The binding affinity (normalized) is 0.00572. (4) The peptide sequence is MHGHGKHIL. The MHC is HLA-B15:01 with pseudo-sequence HLA-B15:01. The binding affinity (normalized) is 0.0847. (5) The peptide sequence is KTLHSSVQSY. The MHC is HLA-A26:01 with pseudo-sequence HLA-A26:01. The binding affinity (normalized) is 0.0283. (6) The peptide sequence is GQGGSPTAM. The MHC is HLA-A02:01 with pseudo-sequence HLA-A02:01. The binding affinity (normalized) is 0.